From a dataset of Catalyst prediction with 721,799 reactions and 888 catalyst types from USPTO. Predict which catalyst facilitates the given reaction. (1) Reactant: Cl[C:2]1[N:7]=[C:6]([S:8][CH2:9][CH3:10])[C:5]([C:11]([NH:13][CH2:14][C:15]2[CH:20]=[CH:19][CH:18]=[C:17]([F:21])[CH:16]=2)=[O:12])=[C:4]([CH3:22])[CH:3]=1.[CH3:23][O:24][CH:25]1[CH2:28][NH:27][CH2:26]1.C([O-])([O-])=O.[Cs+].[Cs+]. Product: [CH2:9]([S:8][C:6]1[C:5]([C:11]([NH:13][CH2:14][C:15]2[CH:20]=[CH:19][CH:18]=[C:17]([F:21])[CH:16]=2)=[O:12])=[C:4]([CH3:22])[CH:3]=[C:2]([N:27]2[CH2:28][CH:25]([O:24][CH3:23])[CH2:26]2)[N:7]=1)[CH3:10]. The catalyst class is: 12. (2) Reactant: [OH:1][C:2]1[CH:7]=[CH:6][CH:5]=[C:4]([OH:8])[C:3]=1[CH2:9][CH2:10][C:11]([O:13][CH3:14])=[O:12].[Cl:15]N1C(=O)CCC1=O. Product: [Cl:15][C:5]1[C:4]([OH:8])=[C:3]([CH2:9][CH2:10][C:11]([O:13][CH3:14])=[O:12])[C:2]([OH:1])=[CH:7][CH:6]=1. The catalyst class is: 5. (3) Reactant: [CH3:1][N:2]([CH3:20])[C:3]1[N:8]=[CH:7][C:6]([C:9]2[N:13]3[CH:14]=[CH:15][CH:16]=[CH:17][C:12]3=[N:11][C:10]=2[CH2:18][OH:19])=[CH:5][CH:4]=1. Product: [CH3:1][N:2]([CH3:20])[C:3]1[N:8]=[CH:7][C:6]([C:9]2[N:13]3[CH:14]=[CH:15][CH:16]=[CH:17][C:12]3=[N:11][C:10]=2[CH:18]=[O:19])=[CH:5][CH:4]=1. The catalyst class is: 22. (4) Reactant: [Cl:1][C:2]1[CH:7]=[CH:6][C:5]([CH2:8][C:9]([NH:11][NH:12][C:13]2[N:18]=[N:17][C:16]([C:19]3[CH:24]=[CH:23][C:22]([NH:25][S:26]([CH3:29])(=[O:28])=[O:27])=[CH:21][CH:20]=3)=[CH:15][CH:14]=2)=O)=[CH:4][CH:3]=1.C1(P(C2C=CC=CC=2)C2C=CC=CC=2)C=CC=CC=1.N([Si](C)(C)C)=[N+]=[N-].N(C(OCC)=O)=NC(OCC)=O. Product: [Cl:1][C:2]1[CH:7]=[CH:6][C:5]([CH2:8][C:9]2[N:18]3[N:17]=[C:16]([C:19]4[CH:24]=[CH:23][C:22]([NH:25][S:26]([CH3:29])(=[O:28])=[O:27])=[CH:21][CH:20]=4)[CH:15]=[CH:14][C:13]3=[N:12][N:11]=2)=[CH:4][CH:3]=1. The catalyst class is: 410. (5) Reactant: [Cl-].O[NH3+:3].[C:4](=[O:7])([O-])[OH:5].[Na+].CS(C)=O.[CH:13]([O:17][C:18]1[CH:23]=[CH:22][C:21]([N:24]2[C:29](=[O:30])[C:28]([CH2:31][C:32]3[CH:37]=[CH:36][C:35]([C:38]4[C:39]([C:44]#[N:45])=[CH:40][CH:41]=[CH:42][CH:43]=4)=[CH:34][CH:33]=3)=[C:27]([CH2:46][CH2:47][CH3:48])[N:26]=[C:25]2[CH3:49])=[CH:20][CH:19]=1)([CH2:15][CH3:16])[CH3:14]. Product: [CH:13]([O:17][C:18]1[CH:19]=[CH:20][C:21]([N:24]2[C:29](=[O:30])[C:28]([CH2:31][C:32]3[CH:33]=[CH:34][C:35]([C:38]4[CH:43]=[CH:42][CH:41]=[CH:40][C:39]=4[C:44]4[NH:3][C:4](=[O:7])[O:5][N:45]=4)=[CH:36][CH:37]=3)=[C:27]([CH2:46][CH2:47][CH3:48])[N:26]=[C:25]2[CH3:49])=[CH:22][CH:23]=1)([CH2:15][CH3:16])[CH3:14]. The catalyst class is: 69. (6) Reactant: C[O:2][C:3]1[C:4](=O)[CH:5]([C:11](=O)[C:12]([O:14][CH2:15][CH3:16])=[O:13])[CH2:6][C:7]([CH3:10])([CH3:9])[CH:8]=1.[CH3:19][NH:20][NH2:21]. Product: [CH3:19][N:20]1[C:4]2[C:3](=[O:2])[CH2:8][C:7]([CH3:10])([CH3:9])[CH2:6][C:5]=2[C:11]([C:12]([O:14][CH2:15][CH3:16])=[O:13])=[N:21]1. The catalyst class is: 86. (7) Reactant: Br[C:2]1[C:7]2[N:8]([CH3:11])[CH:9]=[N:10][C:6]=2[C:5]([O:12][C:13]2[CH:18]=[CH:17][C:16]([F:19])=[CH:15][C:14]=2[F:20])=[C:4]([C:21]2[C:22]3[CH:31]=[N:30][N:29]([CH2:32][O:33][CH2:34][CH2:35][Si:36]([CH3:39])([CH3:38])[CH3:37])[C:23]=3[C:24](=[O:28])[N:25]([CH3:27])[CH:26]=2)[CH:3]=1.[CH3:40][C:41]1(C)C(C)(C)OB(C=C)O1.ClCCl.C(=O)([O-])[O-].[K+].[K+].O1CCOCC1.O. Product: [F:20][C:14]1[CH:15]=[C:16]([F:19])[CH:17]=[CH:18][C:13]=1[O:12][C:5]1[C:6]2[N:10]=[CH:9][N:8]([CH3:11])[C:7]=2[C:2]([CH:40]=[CH2:41])=[CH:3][C:4]=1[C:21]1[C:22]2[CH:31]=[N:30][N:29]([CH2:32][O:33][CH2:34][CH2:35][Si:36]([CH3:39])([CH3:38])[CH3:37])[C:23]=2[C:24](=[O:28])[N:25]([CH3:27])[CH:26]=1. The catalyst class is: 140. (8) Reactant: C(=O)([O-])[O-].[Na+].[Na+].[C:7]1([C:16]2[CH:21]=[CH:20][CH:19]=[CH:18][CH:17]=2)[CH:12]=[CH:11][C:10](B(O)O)=[CH:9][CH:8]=1.Br[C:23]1[C:24]([NH2:29])=[N:25][CH:26]=[CH:27][CH:28]=1.O. Product: [C:7]1([C:16]2[CH:21]=[CH:20][CH:19]=[CH:18][CH:17]=2)[CH:12]=[CH:11][C:10]([C:23]2[C:24]([NH2:29])=[N:25][CH:26]=[CH:27][CH:28]=2)=[CH:9][CH:8]=1. The catalyst class is: 176.